Dataset: Reaction yield outcomes from USPTO patents with 853,638 reactions. Task: Predict the reaction yield, written as a fraction of the theoretical maximum amount of product (1.0 means a 100% yield; for example, 0.34 means a 34% yield). (1) The reactants are Br[C:2]1[N:3]=[C:4]([CH:7]([O:20][Si:21]([C:24]([CH3:27])([CH3:26])[CH3:25])([CH3:23])[CH3:22])[CH2:8][CH2:9][CH2:10][CH2:11][CH2:12][CH2:13][C:14]2[CH:19]=[CH:18][CH:17]=[CH:16][CH:15]=2)[O:5][CH:6]=1.C([Sn](CCCC)(CCCC)[C:33]1[CH:38]=[CH:37][CH:36]=[CH:35][CH:34]=1)CCC. No catalyst specified. The product is [Si:21]([O:20][CH:7]([C:4]1[O:5][CH:6]=[C:2]([C:33]2[CH:38]=[CH:37][CH:36]=[CH:35][CH:34]=2)[N:3]=1)[CH2:8][CH2:9][CH2:10][CH2:11][CH2:12][CH2:13][C:14]1[CH:19]=[CH:18][CH:17]=[CH:16][CH:15]=1)([C:24]([CH3:27])([CH3:26])[CH3:25])([CH3:23])[CH3:22]. The yield is 0.750. (2) The reactants are [C:1](#[N:3])C.[CH3:4][Si]([N-][Si](C)(C)C)(C)C.[Li+].[C:14]([O:18][C:19](=[O:26])[NH:20][C@H:21]([CH3:25])[C:22](=[O:24])[CH3:23])([CH3:17])([CH3:16])[CH3:15]. The catalyst is C1COCC1. The product is [C:14]([O:18][C:19](=[O:26])[NH:20][C@H:21]([CH3:25])[C@@:22]([OH:24])([CH3:4])[CH2:23][C:1]#[N:3])([CH3:17])([CH3:15])[CH3:16]. The yield is 0.930.